This data is from Reaction yield outcomes from USPTO patents with 853,638 reactions. The task is: Predict the reaction yield, written as a fraction of the theoretical maximum amount of product (1.0 means a 100% yield; for example, 0.34 means a 34% yield). The reactants are [F:1][C:2]1[CH:3]=[CH:4][C:5]2[S:9][C:8]([SH:10])=[N:7][C:6]=2[CH:11]=1.[H-].[Na+].I[CH3:15]. The catalyst is C1COCC1.C(OCC)(=O)C. The product is [F:1][C:2]1[CH:3]=[CH:4][C:5]2[S:9][C:8]([S:10][CH3:15])=[N:7][C:6]=2[CH:11]=1. The yield is 1.10.